From a dataset of Reaction yield outcomes from USPTO patents with 853,638 reactions. Predict the reaction yield, written as a fraction of the theoretical maximum amount of product (1.0 means a 100% yield; for example, 0.34 means a 34% yield). (1) The reactants are CC([S@]([NH:7][C@H:8]([C:10]1[CH:15]=[CH:14][C:13]([O:16][C:17]([F:20])([F:19])[F:18])=[CH:12][CH:11]=1)[CH3:9])=O)(C)C.O1CCOCC1.CCOCC. The catalyst is Cl. The product is [F:18][C:17]([F:19])([F:20])[O:16][C:13]1[CH:12]=[CH:11][C:10]([C@@H:8]([NH2:7])[CH3:9])=[CH:15][CH:14]=1. The yield is 0.800. (2) The reactants are [C:1]([C:3]([CH3:33])([CH3:32])[C@@H:4]([NH:6][C:7]([C:9]1[C:17]2[C:12](=[N:13][CH:14]=[C:15]([C:18]3[CH:19]=[N:20][N:21]([CH3:23])[CH:22]=3)[N:16]=2)[N:11](COCC[Si](C)(C)C)[CH:10]=1)=[O:8])[CH3:5])#[N:2].C(O)(C(F)(F)F)=O. The catalyst is C(Cl)Cl. The product is [C:1]([C:3]([CH3:32])([CH3:33])[C@@H:4]([NH:6][C:7]([C:9]1[C:17]2[C:12](=[N:13][CH:14]=[C:15]([C:18]3[CH:19]=[N:20][N:21]([CH3:23])[CH:22]=3)[N:16]=2)[NH:11][CH:10]=1)=[O:8])[CH3:5])#[N:2]. The yield is 0.670.